This data is from Experimentally validated miRNA-target interactions with 360,000+ pairs, plus equal number of negative samples. The task is: Binary Classification. Given a miRNA mature sequence and a target amino acid sequence, predict their likelihood of interaction. (1) The miRNA is hsa-miR-6724-5p with sequence CUGGGCCCGCGGCGGGCGUGGGG. The protein sequence of the target gene is MKDMPLRIHVLLGLAITTLVQAVDKKVDCPRLCTCEIRPWFTPRSIYMEASTVDCNDLGLLTFPARLPANTQILLLQTNNIAKIEYSTDFPVNLTGLDLSQNNLSSVTNINVKKMPQLLSVYLEENKLTELPEKCLSELSNLQELYINHNLLSTISPGAFIGLHNLLRLHLNSNRLQMINSKWFDALPNLEILMIGENPIIRIKDMNFKPLINLRSLVIAGINLTEIPDNALVGLENLESISFYDNRLIKVPHVALQKVVNLKFLDLNKNPINRIRRGDFSNMLHLKELGINNMPELISI.... Result: 0 (no interaction). (2) The miRNA is hsa-miR-877-5p with sequence GUAGAGGAGAUGGCGCAGGG. The protein sequence of the target gene is MGPRVLQPPLLLLLLALLLAALPCGAEEASPLRPAQVTLSPPPAVTNGSQPGAPHNSTHTRPPGASGSALTRSFYVILGFCGLTALYFLIRAFRLKKPQRRRYGLLANTEDPTEMASLDSDEETVFESRNLR. Result: 0 (no interaction).